This data is from Catalyst prediction with 721,799 reactions and 888 catalyst types from USPTO. The task is: Predict which catalyst facilitates the given reaction. (1) Reactant: [CH2:1]([O:5][CH2:6][CH2:7][CH:8]=[CH2:9])[CH2:2][CH2:3][CH3:4].C(O)/C=C\C[OH:14]. Product: [CH2:1]([O:5][CH2:6][CH:7]=[CH:8][CH2:9][OH:14])[CH2:2][CH2:3][CH3:4]. The catalyst class is: 7. (2) Reactant: Br[C:2]1[CH:3]=[CH:4][C:5]2[N:6]([C:8]([C:11]#[C:12][C:13]([CH3:16])([OH:15])[CH3:14])=[CH:9][N:10]=2)[N:7]=1.[F:17][C:18]1[CH:23]=[CH:22][C:21]([S:24]([NH:27][C:28]2[C:29]([O:43][CH3:44])=[N:30][CH:31]=[C:32](B3OC(C)(C)C(C)(C)O3)[CH:33]=2)(=[O:26])=[O:25])=[CH:20][CH:19]=1.C(Cl)Cl.C([O-])([O-])=O.[Na+].[Na+]. Product: [F:17][C:18]1[CH:19]=[CH:20][C:21]([S:24]([NH:27][C:28]2[C:29]([O:43][CH3:44])=[N:30][CH:31]=[C:32]([C:2]3[CH:3]=[CH:4][C:5]4[N:6]([C:8]([C:11]#[C:12][C:13]([OH:15])([CH3:16])[CH3:14])=[CH:9][N:10]=4)[N:7]=3)[CH:33]=2)(=[O:26])=[O:25])=[CH:22][CH:23]=1. The catalyst class is: 622. (3) Reactant: [Cl:1][C:2]1[CH:9]=[CH:8][CH:7]=[C:6]([N:10]2[CH:19]=[CH:18][C:17]3[C:12](=[C:13]([F:23])[CH:14]=[C:15]([CH:20]4[CH2:22][CH2:21]4)[CH:16]=3)[C:11]2=[O:24])[C:3]=1[CH:4]=[O:5].[Li+].[B-](CC)(CC)CC. Product: [Cl:1][C:2]1[C:3]([CH2:4][OH:5])=[C:6]([N:10]2[CH:19]=[CH:18][C:17]3[C:12](=[C:13]([F:23])[CH:14]=[C:15]([CH:20]4[CH2:22][CH2:21]4)[CH:16]=3)[C:11]2=[O:24])[CH:7]=[CH:8][CH:9]=1. The catalyst class is: 1. (4) Reactant: [Br:1][C:2]1[CH:3]=[C:4]([CH:7]=[CH:8][CH:9]=1)[CH2:5]Br.[CH3:10][S:11]([O-:13])=[O:12].[Na+]. Product: [CH3:10][S:11]([CH2:5][C:4]1[CH:7]=[CH:8][CH:9]=[C:2]([Br:1])[CH:3]=1)(=[O:13])=[O:12]. The catalyst class is: 9. (5) Reactant: [O:1]1[CH2:5][CH2:4][CH2:3][CH:2]1[CH2:6][OH:7].[S:8](Cl)([C:11]1[CH:17]=[CH:16][C:14]([CH3:15])=[CH:13][CH:12]=1)(=[O:10])=[O:9].[OH-].[K+]. Product: [CH3:15][C:14]1[CH:16]=[CH:17][C:11]([S:8]([O:7][CH2:6][CH:2]2[CH2:3][CH2:4][CH2:5][O:1]2)(=[O:10])=[O:9])=[CH:12][CH:13]=1. The catalyst class is: 316.